This data is from NCI-60 drug combinations with 297,098 pairs across 59 cell lines. The task is: Regression. Given two drug SMILES strings and cell line genomic features, predict the synergy score measuring deviation from expected non-interaction effect. Drug 1: CC12CCC3C(C1CCC2=O)CC(=C)C4=CC(=O)C=CC34C. Drug 2: CC1C(C(CC(O1)OC2CC(OC(C2O)C)OC3=CC4=CC5=C(C(=O)C(C(C5)C(C(=O)C(C(C)O)O)OC)OC6CC(C(C(O6)C)O)OC7CC(C(C(O7)C)O)OC8CC(C(C(O8)C)O)(C)O)C(=C4C(=C3C)O)O)O)O. Cell line: NCI-H522. Synergy scores: CSS=67.3, Synergy_ZIP=24.2, Synergy_Bliss=22.1, Synergy_Loewe=23.2, Synergy_HSA=22.8.